From a dataset of Catalyst prediction with 721,799 reactions and 888 catalyst types from USPTO. Predict which catalyst facilitates the given reaction. (1) Reactant: [CH2:1]([O:8][C:9]1[C:29]([O:30][CH3:31])=[CH:28][C:12]2[C:13]3[N:18]([CH:19]([CH3:21])[CH2:20][C:11]=2[CH:10]=1)[CH:17]=[C:16]([C:22]([O:24]CC)=[O:23])[C:15](=[O:27])[CH:14]=3)[C:2]1[CH:7]=[CH:6][CH:5]=[CH:4][CH:3]=1.[OH-].[Na+].Cl. Product: [CH2:1]([O:8][C:9]1[C:29]([O:30][CH3:31])=[CH:28][C:12]2[C:13]3[N:18]([CH:19]([CH3:21])[CH2:20][C:11]=2[CH:10]=1)[CH:17]=[C:16]([C:22]([OH:24])=[O:23])[C:15](=[O:27])[CH:14]=3)[C:2]1[CH:7]=[CH:6][CH:5]=[CH:4][CH:3]=1. The catalyst class is: 1. (2) The catalyst class is: 11. Product: [Br:1][C:2]1[CH:3]([OH:14])[CH2:4][CH2:5][CH2:6][C:7]=1[CH2:8][CH2:9][CH2:10][CH2:11][O:12][CH3:13]. Reactant: [Br:1][C:2]1[C:3](=[O:14])[CH2:4][CH2:5][CH2:6][C:7]=1[CH2:8][CH2:9][CH2:10][CH2:11][O:12][CH3:13].[B]1OC2C(=CC=CC=2)O1.[OH-].[Na+]. (3) Reactant: [F:1][CH2:2][CH:3]([NH:14][O:15][CH3:16])[CH2:4][C:5]1[C:10]([Cl:11])=[CH:9][C:8]([Cl:12])=[CH:7][C:6]=1[Cl:13].C(N(CC)CC)C.[CH3:24][N:25]1[CH:29]=[C:28]([C:30](Cl)=[O:31])[C:27]([C:33]([F:36])([F:35])[F:34])=[N:26]1. Product: [F:1][CH2:2][CH:3]([N:14]([O:15][CH3:16])[C:30]([C:28]1[C:27]([C:33]([F:36])([F:35])[F:34])=[N:26][N:25]([CH3:24])[CH:29]=1)=[O:31])[CH2:4][C:5]1[C:6]([Cl:13])=[CH:7][C:8]([Cl:12])=[CH:9][C:10]=1[Cl:11]. The catalyst class is: 4. (4) Reactant: [Si]([O:8][CH2:9][C:10]1[CH:15]=[CH:14][CH:13]=[CH:12][C:11]=1[S:16]([C:19]1[CH:20]=[N:21][CH:22]=[N:23][CH:24]=1)(=[O:18])=[O:17])(C(C)(C)C)(C)C.[F-].C([N+](CCCC)(CCCC)CCCC)CCC. Product: [N:21]1[CH:20]=[C:19]([S:16]([C:11]2[CH:12]=[CH:13][CH:14]=[CH:15][C:10]=2[CH2:9][OH:8])(=[O:17])=[O:18])[CH:24]=[N:23][CH:22]=1. The catalyst class is: 54. (5) The catalyst class is: 14. Product: [Cl:11][C:8]1[CH:9]=[CH:10][C:2]([F:1])=[C:3]([C:4]2[N:6]=[C:15]([OH:14])[C:17]3[CH:18]([CH3:23])[CH2:19][CH2:20][C:21]=3[N:5]=2)[CH:7]=1. Reactant: [F:1][C:2]1[CH:10]=[CH:9][C:8]([Cl:11])=[CH:7][C:3]=1[C:4]([NH2:6])=[NH:5].C([O:14][C:15]([CH:17]1[C:21](=O)[CH2:20][CH2:19][CH:18]1[CH3:23])=O)C. (6) Reactant: [Cl:1][C:2]1[CH:3]=[N+:4]([O-:39])[CH:5]=[C:6]([Cl:38])[C:7]=1[CH2:8][C@H:9]([O:20][C:21](=[O:37])[C:22]1[CH:27]=[CH:26][CH:25]=[C:24]([CH2:28][NH:29][C:30]2[CH:35]=[CH:34][CH:33]=[CH:32][C:31]=2[Cl:36])[CH:23]=1)[C:10]1[CH:15]=[CH:14][C:13]([O:16][CH3:17])=[C:12]([O:18][CH3:19])[CH:11]=1.Cl.[C:41](Cl)(=[O:51])[O:42][C@@H:43]1[CH:48]2[CH2:49][CH2:50][N:45]([CH2:46][CH2:47]2)[CH2:44]1. Product: [Cl:38][C:6]1[CH:5]=[N+:4]([O-:39])[CH:3]=[C:2]([Cl:1])[C:7]=1[CH2:8][C@H:9]([O:20][C:21](=[O:37])[C:22]1[CH:27]=[CH:26][CH:25]=[C:24]([CH2:28][N:29]([C:41]([O:42][C@@H:43]2[CH:48]3[CH2:49][CH2:50][N:45]([CH2:46][CH2:47]3)[CH2:44]2)=[O:51])[C:30]2[CH:35]=[CH:34][CH:33]=[CH:32][C:31]=2[Cl:36])[CH:23]=1)[C:10]1[CH:15]=[CH:14][C:13]([O:16][CH3:17])=[C:12]([O:18][CH3:19])[CH:11]=1. The catalyst class is: 23. (7) Product: [CH2:1]([N:3]1[C:7]2=[N:8][C:9]([CH2:48][CH3:49])=[C:10]([CH2:19][NH:20][C:21]([C:23]3[CH:28]=[CH:27][CH:26]=[C:25]([C:29]([NH:31][CH2:32][C:33]4[CH:34]=[C:35]([C:40]5[CH:45]=[CH:44][CH:43]=[C:42]([CH2:50][N:51]6[CH2:56][CH2:55][N:54]([CH3:57])[CH2:53][CH2:52]6)[CH:41]=5)[CH:36]=[CH:37][C:38]=4[CH3:39])=[O:30])[CH:24]=3)=[O:22])[C:11]([NH:12][CH:13]3[CH2:14][CH2:15][O:16][CH2:17][CH2:18]3)=[C:6]2[CH:5]=[N:4]1)[CH3:2]. The catalyst class is: 2. Reactant: [CH2:1]([N:3]1[C:7]2=[N:8][C:9]([CH2:48][CH3:49])=[C:10]([CH2:19][NH:20][C:21]([C:23]3[CH:28]=[CH:27][CH:26]=[C:25]([C:29]([NH:31][CH2:32][C:33]4[CH:34]=[C:35]([C:40]5[CH:45]=[CH:44][CH:43]=[C:42](C=O)[CH:41]=5)[CH:36]=[CH:37][C:38]=4[CH3:39])=[O:30])[CH:24]=3)=[O:22])[C:11]([NH:12][CH:13]3[CH2:18][CH2:17][O:16][CH2:15][CH2:14]3)=[C:6]2[CH:5]=[N:4]1)[CH3:2].[CH3:50][N:51]1[CH2:56][CH2:55][NH:54][CH2:53][CH2:52]1.[CH3:57]C(O)=O.[BH-](OC(C)=O)(OC(C)=O)OC(C)=O.[Na+]. (8) Reactant: [C:1]1([CH2:7][CH2:8][C:9]2[NH:10][C:11]3[CH:17]=[CH:16][CH:15]=[CH:14][C:12]=3[N:13]=2)[CH:6]=[CH:5][CH:4]=[CH:3][CH:2]=1.C([O-])([O-])=O.[K+].[K+].Br[CH2:25][CH:26]([CH3:28])[CH3:27]. Product: [CH2:25]([N:13]1[C:12]2[CH:14]=[CH:15][CH:16]=[CH:17][C:11]=2[N:10]=[C:9]1[CH2:8][CH2:7][C:1]1[CH:2]=[CH:3][CH:4]=[CH:5][CH:6]=1)[CH:26]([CH3:28])[CH3:27]. The catalyst class is: 3. (9) Reactant: [C:1]([O:5][C:6]([N:8]1[CH2:13][CH2:12][CH:11]([O:14][C:15]2[N:16]=[N:17][C:18]([CH2:39][CH2:40][CH2:41][CH3:42])=[C:19]([C:21]3[CH:26]=[CH:25][C:24]([O:27][CH:28]4[CH2:33][CH2:32][CH2:31][CH2:30][CH2:29]4)=[C:23]([C:34]4[CH:35]=[N:36][NH:37][CH:38]=4)[CH:22]=3)[CH:20]=2)[CH2:10][CH2:9]1)=[O:7])([CH3:4])([CH3:3])[CH3:2].CC(C)([O-])C.[K+].Br[CH2:50][CH2:51][O:52][CH3:53]. The catalyst class is: 1. Product: [C:1]([O:5][C:6]([N:8]1[CH2:9][CH2:10][CH:11]([O:14][C:15]2[N:16]=[N:17][C:18]([CH2:39][CH2:40][CH2:41][CH3:42])=[C:19]([C:21]3[CH:26]=[CH:25][C:24]([O:27][CH:28]4[CH2:33][CH2:32][CH2:31][CH2:30][CH2:29]4)=[C:23]([C:34]4[CH:38]=[N:37][N:36]([CH2:50][CH2:51][O:52][CH3:53])[CH:35]=4)[CH:22]=3)[CH:20]=2)[CH2:12][CH2:13]1)=[O:7])([CH3:4])([CH3:3])[CH3:2]. (10) Reactant: [NH2:1][CH:2]1[CH2:7][CH2:6][N:5]([CH2:8][C:9]2[CH:10]=[CH:11][C:12]([C:15]3[S:23][C:22]4[C:17](=[N:18][CH:19]=[CH:20][C:21]=4[O:24][C:25]4[CH:30]=[CH:29][C:28]([NH:31][C:32]([NH:34][CH:35]5[CH2:37][CH2:36]5)=[O:33])=[CH:27][C:26]=4[F:38])[CH:16]=3)=[N:13][CH:14]=2)[CH2:4][CH2:3]1.[CH2:39]([O:41][C:42]([CH2:44][N:45]=[C:46]=[O:47])=[O:43])[CH3:40].CN(C=O)C. Product: [CH:35]1([NH:34][C:32](=[O:33])[NH:31][C:28]2[CH:29]=[CH:30][C:25]([O:24][C:21]3[CH:20]=[CH:19][N:18]=[C:17]4[CH:16]=[C:15]([C:12]5[N:13]=[CH:14][C:9]([CH2:8][N:5]6[CH2:6][CH2:7][CH:2]([NH:1][C:46](=[O:47])[NH:45][CH2:44][C:42]([O:41][CH2:39][CH3:40])=[O:43])[CH2:3][CH2:4]6)=[CH:10][CH:11]=5)[S:23][C:22]=34)=[C:26]([F:38])[CH:27]=2)[CH2:36][CH2:37]1. The catalyst class is: 1.